From a dataset of Full USPTO retrosynthesis dataset with 1.9M reactions from patents (1976-2016). Predict the reactants needed to synthesize the given product. (1) Given the product [CH2:2]([O:4][C:5]([C:6]1[NH:14][C:13]2=[CH:12][N:11]=[C:10]([O:17][CH2:18][CH2:19][O:20][CH3:21])[CH:9]=[C:8]2[CH:7]=1)=[O:23])[CH3:3], predict the reactants needed to synthesize it. The reactants are: [K].[CH2:2]([O:4][C:5](=[O:23])[C:6](=O)[CH2:7][C:8]1[C:13]([N+:14]([O-])=O)=[CH:12][N:11]=[C:10]([O:17][CH2:18][CH2:19][O:20][CH3:21])[CH:9]=1)[CH3:3]. (2) Given the product [Cl:1][C:2]1[CH:3]=[CH:4][C:5]([NH:8][C:9](=[O:15])[O:10][C:11]([CH3:12])([CH3:14])[CH3:13])=[C:6]([CH:26]([OH:27])[C:25]2[CH:28]=[CH:29][CH:30]=[CH:31][C:24]=2[O:23][C:22]([F:21])([F:32])[F:33])[CH:7]=1, predict the reactants needed to synthesize it. The reactants are: [Cl:1][C:2]1[CH:7]=[CH:6][C:5]([NH:8][C:9](=[O:15])[O:10][C:11]([CH3:14])([CH3:13])[CH3:12])=[CH:4][CH:3]=1.C([Li])(CC)C.[F:21][C:22]([F:33])([F:32])[O:23][C:24]1[CH:31]=[CH:30][CH:29]=[CH:28][C:25]=1[CH:26]=[O:27].[Cl-].[NH4+]. (3) Given the product [CH3:1][O:2][C:3]([C:4]1([CH2:6][N:7]([CH3:9])[CH3:8])[CH2:5][CH2:13][N:14]([CH2:20][C:21]2[CH:22]=[CH:23][CH:24]=[CH:25][CH:26]=2)[CH2:15]1)=[O:10], predict the reactants needed to synthesize it. The reactants are: [CH3:1][O:2][C:3](=[O:10])[C:4]([CH2:6][N:7]([CH3:9])[CH3:8])=[CH2:5].CO[CH2:13][N:14]([CH2:20][C:21]1[CH:26]=[CH:25][CH:24]=[CH:23][CH:22]=1)[CH2:15][Si](C)(C)C.FC(F)(F)C(O)=O.C([O-])(O)=O.[Na+]. (4) The reactants are: C(N(CC)CC)C.Cl[C:9]1[N:14]=[CH:13][C:12]([C:15]([NH:17][CH2:18][CH3:19])=[O:16])=[CH:11][N:10]=1.Cl.[NH:21]1[CH2:26][CH2:25][CH2:24][C@H:23]([OH:27])[CH2:22]1. Given the product [CH2:18]([NH:17][C:15]([C:12]1[CH:11]=[N:10][C:9]([N:21]2[CH2:26][CH2:25][CH2:24][C@H:23]([OH:27])[CH2:22]2)=[N:14][CH:13]=1)=[O:16])[CH3:19], predict the reactants needed to synthesize it.